From a dataset of Full USPTO retrosynthesis dataset with 1.9M reactions from patents (1976-2016). Predict the reactants needed to synthesize the given product. (1) Given the product [F:29][C:26]1[CH:27]=[C:28]([NH:1][C:2]2[CH:11]=[CH:10][C:9]([O:12][C:13]3[CH:18]=[CH:17][C:16]([N+:19]([O-:21])=[O:20])=[CH:15][N:14]=3)=[CH:8][C:3]=2[C:4]([O:6][CH3:7])=[O:5])[CH:23]=[CH:24][C:25]=1[F:30], predict the reactants needed to synthesize it. The reactants are: [NH2:1][C:2]1[CH:11]=[CH:10][C:9]([O:12][C:13]2[CH:18]=[CH:17][C:16]([N+:19]([O-:21])=[O:20])=[CH:15][N:14]=2)=[CH:8][C:3]=1[C:4]([O:6][CH3:7])=[O:5].Br[C:23]1[CH:28]=[CH:27][C:26]([F:29])=[C:25]([F:30])[CH:24]=1.CC1(C)C2C(=C(P(C3C=CC=CC=3)C3C=CC=CC=3)C=CC=2)OC2C(P(C3C=CC=CC=3)C3C=CC=CC=3)=CC=CC1=2.C([O-])([O-])=O.[Cs+].[Cs+]. (2) Given the product [CH2:3]([O:10][C:13]1[CH:18]=[CH:17][N:16]=[CH:15][CH:14]=1)[C:4]1[CH:9]=[CH:8][CH:7]=[CH:6][CH:5]=1, predict the reactants needed to synthesize it. The reactants are: [H-].[Na+].[CH2:3]([OH:10])[C:4]1[CH:9]=[CH:8][CH:7]=[CH:6][CH:5]=1.Cl.Cl[C:13]1[CH:18]=[CH:17][N:16]=[CH:15][CH:14]=1.O. (3) Given the product [Cl:37][C:38]1[CH:61]=[C:60]([NH:62][C:63]2[CH:68]=[CH:67][C:66]([F:69])=[CH:65][C:64]=2[F:70])[CH:59]=[CH:58][C:39]=1[C:40]([C:42]1[CH:43]=[C:44]([C:49]2[N:50]=[N:51][N:52]([CH2:54][C:55]([NH:71][C:72]([CH3:76])([CH3:75])[CH2:73][OH:74])=[O:56])[CH:53]=2)[CH:45]=[CH:46][C:47]=1[CH3:48])=[O:41], predict the reactants needed to synthesize it. The reactants are: ClC1C=C(NC2C=CC(F)=CC=2F)C=CC=1C(C1C=C(C2N=NN(CC(NCC)=O)C=2)C=CC=1C)=O.[Cl:37][C:38]1[CH:61]=[C:60]([NH:62][C:63]2[CH:68]=[CH:67][C:66]([F:69])=[CH:65][C:64]=2[F:70])[CH:59]=[CH:58][C:39]=1[C:40]([C:42]1[CH:43]=[C:44]([C:49]2[N:50]=[N:51][N:52]([CH2:54][C:55](O)=[O:56])[CH:53]=2)[CH:45]=[CH:46][C:47]=1[CH3:48])=[O:41].[NH2:71][C:72]([CH3:76])([CH3:75])[CH2:73][OH:74]. (4) Given the product [CH3:12][C:9]1[CH:8]=[CH:7][CH:6]=[C:5]2[C:10]=1[CH:11]=[C:2]([N:28]1[CH2:27][CH2:26][N:25]([CH2:24][CH2:23][CH2:22][CH2:21][CH2:20][N:14]3[CH2:15][CH2:16][CH2:17][CH2:18][CH2:19]3)[CH2:30][CH2:29]1)[NH:3][C:4]2=[O:13], predict the reactants needed to synthesize it. The reactants are: Cl[C:2]1[NH:3][C:4](=[O:13])[C:5]2[C:10]([CH:11]=1)=[C:9]([CH3:12])[CH:8]=[CH:7][CH:6]=2.[N:14]1([CH2:20][CH2:21][CH2:22][CH2:23][CH2:24][N:25]2[CH2:30][CH2:29][NH:28][CH2:27][CH2:26]2)[CH2:19][CH2:18][CH2:17][CH2:16][CH2:15]1.